Task: Predict the product of the given reaction.. Dataset: Forward reaction prediction with 1.9M reactions from USPTO patents (1976-2016) Given the reactants [Br:1][C:2]1[C:7]([O:8][C:9]([F:12])([F:11])[F:10])=[CH:6][C:5]([NH2:13])=[C:4]([Cl:14])[CH:3]=1.C1N=CN([C:20](N2C=NC=C2)=[O:21])C=1.[C:27]([O:31][C:32]([N:34]1[CH2:39][CH2:38][N:37]([CH:40]2[CH2:45][CH2:44][NH:43][CH2:42][CH2:41]2)[C@@H:36]([CH3:46])[CH2:35]1)=[O:33])([CH3:30])([CH3:29])[CH3:28], predict the reaction product. The product is: [C:27]([O:31][C:32]([N:34]1[CH2:39][CH2:38][N:37]([CH:40]2[CH2:45][CH2:44][N:43]([C:20](=[O:21])[NH:13][C:5]3[CH:6]=[C:7]([O:8][C:9]([F:11])([F:12])[F:10])[C:2]([Br:1])=[CH:3][C:4]=3[Cl:14])[CH2:42][CH2:41]2)[C@@H:36]([CH3:46])[CH2:35]1)=[O:33])([CH3:30])([CH3:28])[CH3:29].